From a dataset of NCI-60 drug combinations with 297,098 pairs across 59 cell lines. Regression. Given two drug SMILES strings and cell line genomic features, predict the synergy score measuring deviation from expected non-interaction effect. (1) Drug 1: CC(C)CN1C=NC2=C1C3=CC=CC=C3N=C2N. Drug 2: CC12CCC3C(C1CCC2OP(=O)(O)O)CCC4=C3C=CC(=C4)OC(=O)N(CCCl)CCCl.[Na+]. Cell line: NCI-H522. Synergy scores: CSS=2.76, Synergy_ZIP=4.74, Synergy_Bliss=10.9, Synergy_Loewe=5.12, Synergy_HSA=4.99. (2) Drug 1: C1C(C(OC1N2C=NC3=C(N=C(N=C32)Cl)N)CO)O. Drug 2: C(CN)CNCCSP(=O)(O)O. Cell line: NCI-H460. Synergy scores: CSS=32.8, Synergy_ZIP=11.0, Synergy_Bliss=12.0, Synergy_Loewe=17.9, Synergy_HSA=10.7. (3) Drug 1: C1=NC2=C(N1)C(=S)N=C(N2)N. Drug 2: CCCCC(=O)OCC(=O)C1(CC(C2=C(C1)C(=C3C(=C2O)C(=O)C4=C(C3=O)C=CC=C4OC)O)OC5CC(C(C(O5)C)O)NC(=O)C(F)(F)F)O. Cell line: SK-MEL-5. Synergy scores: CSS=24.6, Synergy_ZIP=-0.243, Synergy_Bliss=-1.97, Synergy_Loewe=-3.76, Synergy_HSA=-3.52. (4) Cell line: MALME-3M. Synergy scores: CSS=-1.13, Synergy_ZIP=-0.918, Synergy_Bliss=-3.34, Synergy_Loewe=-1.56, Synergy_HSA=-3.39. Drug 1: CN1C(=O)N2C=NC(=C2N=N1)C(=O)N. Drug 2: C1=NNC2=C1C(=O)NC=N2. (5) Drug 1: C1=CC(=C(C=C1I)F)NC2=C(C=CC(=C2F)F)C(=O)NOCC(CO)O. Drug 2: B(C(CC(C)C)NC(=O)C(CC1=CC=CC=C1)NC(=O)C2=NC=CN=C2)(O)O. Cell line: UACC62. Synergy scores: CSS=58.8, Synergy_ZIP=-1.26, Synergy_Bliss=-3.09, Synergy_Loewe=-2.71, Synergy_HSA=1.16. (6) Cell line: SR. Synergy scores: CSS=14.8, Synergy_ZIP=-7.84, Synergy_Bliss=-7.94, Synergy_Loewe=-6.11, Synergy_HSA=-4.78. Drug 2: C(=O)(N)NO. Drug 1: C1CC(=O)NC(=O)C1N2CC3=C(C2=O)C=CC=C3N. (7) Drug 2: CCC1=C2CN3C(=CC4=C(C3=O)COC(=O)C4(CC)O)C2=NC5=C1C=C(C=C5)O. Cell line: UACC-257. Synergy scores: CSS=4.59, Synergy_ZIP=-2.15, Synergy_Bliss=-1.77, Synergy_Loewe=-11.3, Synergy_HSA=-3.09. Drug 1: CC(C)(C#N)C1=CC(=CC(=C1)CN2C=NC=N2)C(C)(C)C#N. (8) Drug 1: CCC1=CC2CC(C3=C(CN(C2)C1)C4=CC=CC=C4N3)(C5=C(C=C6C(=C5)C78CCN9C7C(C=CC9)(C(C(C8N6C)(C(=O)OC)O)OC(=O)C)CC)OC)C(=O)OC.C(C(C(=O)O)O)(C(=O)O)O. Drug 2: CCC1(C2=C(COC1=O)C(=O)N3CC4=CC5=C(C=CC(=C5CN(C)C)O)N=C4C3=C2)O.Cl. Cell line: HOP-62. Synergy scores: CSS=50.2, Synergy_ZIP=1.87, Synergy_Bliss=1.70, Synergy_Loewe=-3.25, Synergy_HSA=-0.451.